Task: Regression. Given a peptide amino acid sequence and an MHC pseudo amino acid sequence, predict their binding affinity value. This is MHC class I binding data.. Dataset: Peptide-MHC class I binding affinity with 185,985 pairs from IEDB/IMGT (1) The peptide sequence is WTDVTPNC. The MHC is Mamu-A02 with pseudo-sequence Mamu-A02. The binding affinity (normalized) is 0.204. (2) The MHC is HLA-B35:01 with pseudo-sequence HLA-B35:01. The binding affinity (normalized) is 0.0847. The peptide sequence is GWPDNYCEW. (3) The MHC is Patr-A0701 with pseudo-sequence Patr-A0701. The peptide sequence is HYPCTINYTI. The binding affinity (normalized) is 0.341. (4) The peptide sequence is TTQRTRALV. The MHC is H-2-Kd with pseudo-sequence H-2-Kd. The binding affinity (normalized) is 0. (5) The peptide sequence is RTSKASLER. The MHC is HLA-C06:02 with pseudo-sequence HLA-C06:02. The binding affinity (normalized) is 0. (6) The binding affinity (normalized) is 0.282. The MHC is HLA-A11:01 with pseudo-sequence HLA-A11:01. The peptide sequence is AVKFAEESY. (7) The peptide sequence is LTMKNKAWM. The binding affinity (normalized) is 0.00902. The MHC is HLA-A26:01 with pseudo-sequence HLA-A26:01. (8) The peptide sequence is RVMPVFAFK. The MHC is HLA-A32:07 with pseudo-sequence HLA-A32:07. The binding affinity (normalized) is 0.640. (9) The peptide sequence is TMKRKRLFL. The MHC is HLA-B08:01 with pseudo-sequence HLA-B08:01. The binding affinity (normalized) is 0.728. (10) The peptide sequence is MAAVRTTAL. The MHC is HLA-C07:01 with pseudo-sequence HLA-C07:01. The binding affinity (normalized) is 0.571.